Task: Predict the reactants needed to synthesize the given product.. Dataset: Full USPTO retrosynthesis dataset with 1.9M reactions from patents (1976-2016) (1) The reactants are: C(O)(C(F)(F)F)=O.C([O:12][C:13]([C:15]1[CH:16]=[C:17]([C:21]2[N:30]=[C:29]([NH:31][C:32]([C:34]3([C:37]4[CH:47]=[CH:46][C:40]5[O:41][C:42]([F:45])([F:44])[O:43][C:39]=5[CH:38]=4)[CH2:36][CH2:35]3)=[O:33])[CH:28]=[CH:27][C:22]=2[C:23]([O:25][CH3:26])=[O:24])[CH:18]=[CH:19][CH:20]=1)=[O:14])(C)(C)C. Given the product [F:45][C:42]1([F:44])[O:41][C:40]2[CH:46]=[CH:47][C:37]([C:34]3([C:32]([NH:31][C:29]4[N:30]=[C:21]([C:17]5[CH:16]=[C:15]([CH:20]=[CH:19][CH:18]=5)[C:13]([OH:14])=[O:12])[C:22]([C:23]([O:25][CH3:26])=[O:24])=[CH:27][CH:28]=4)=[O:33])[CH2:36][CH2:35]3)=[CH:38][C:39]=2[O:43]1, predict the reactants needed to synthesize it. (2) Given the product [CH2:57]([O:56][CH2:55][CH2:54][O:53][C:52]1[CH:51]=[C:50]2[C:46]([CH:47]=[CH:48][N:49]2[C:59](=[O:60])[NH:61][CH3:62])=[CH:45][C:44]=1[O:43][C:41]1[CH:40]=[CH:39][N:38]=[C:37]([NH:36][C:24]([C:23]2[CH:27]=[CH:28][C:20]([CH:17]3[CH2:18][CH2:19][N:14]([C:12]([O:11][C:7]([CH3:9])([CH3:10])[CH3:8])=[O:13])[CH2:15][CH2:16]3)=[N:21][CH:22]=2)=[O:25])[CH:42]=1)[CH3:58], predict the reactants needed to synthesize it. The reactants are: C(Cl)(=O)C(Cl)=O.[C:7]([O:11][C:12]([N:14]1[CH2:19][CH2:18][CH:17]([C:20]2[CH:28]=[CH:27][C:23]([C:24](O)=[O:25])=[CH:22][N:21]=2)[CH2:16][CH2:15]1)=[O:13])([CH3:10])([CH3:9])[CH3:8].C(N(CC)CC)C.[NH2:36][C:37]1[CH:42]=[C:41]([O:43][C:44]2[CH:45]=[C:46]3[C:50](=[CH:51][C:52]=2[O:53][CH2:54][CH2:55][O:56][CH2:57][CH3:58])[N:49]([C:59]([NH:61][CH3:62])=[O:60])[CH:48]=[CH:47]3)[CH:40]=[CH:39][N:38]=1.CN. (3) The reactants are: C1(C2CC(O)C3C(=CC=C(O)C=3)O2)C=CC=CC=1.[F:19][C:20]1[CH:25]=[CH:24][CH:23]=[C:22]([F:26])[C:21]=1[CH:27]1[CH2:36][C:35](=[O:37])[C:34]2[C:29](=[CH:30][CH:31]=[C:32]([OH:38])[CH:33]=2)[O:28]1. Given the product [F:19][C:20]1[CH:25]=[CH:24][CH:23]=[C:22]([F:26])[C:21]=1[CH:27]1[CH2:36][CH:35]([OH:37])[C:34]2[C:29](=[CH:30][CH:31]=[C:32]([OH:38])[CH:33]=2)[O:28]1, predict the reactants needed to synthesize it. (4) Given the product [CH3:5][O:4][C:2](=[O:3])[NH:33][C:29]1[N:28]=[C:27]([O:26][C:22]2[CH:23]=[CH:24][C:25]3[C:20](=[CH:19][CH:18]=[CH:17][C:16]=3[C:14](=[O:15])[NH:13][C:10]3[CH:11]=[CH:12][C:7]([F:6])=[C:8]([C:34]([F:37])([F:36])[F:35])[CH:9]=3)[CH:21]=2)[CH:32]=[CH:31][N:30]=1, predict the reactants needed to synthesize it. The reactants are: Cl[C:2]([O:4][CH3:5])=[O:3].[F:6][C:7]1[CH:12]=[CH:11][C:10]([NH:13][C:14]([C:16]2[C:25]3[C:20](=[CH:21][C:22]([O:26][C:27]4[CH:32]=[CH:31][N:30]=[C:29]([NH2:33])[N:28]=4)=[CH:23][CH:24]=3)[CH:19]=[CH:18][CH:17]=2)=[O:15])=[CH:9][C:8]=1[C:34]([F:37])([F:36])[F:35]. (5) Given the product [CH:1]1([N:4]2[C:5]3[N:15]=[C:14]([S:16][CH3:17])[C:13]([F:18])=[CH:12][C:6]=3[C:7](=[O:9])[NH:23][C:24]2=[O:25])[CH2:2][CH2:3]1, predict the reactants needed to synthesize it. The reactants are: [CH:1]1([NH:4][C:5]2[N:15]=[C:14]([S:16][CH3:17])[C:13]([F:18])=[CH:12][C:6]=2[C:7]([O:9]CC)=O)[CH2:3][CH2:2]1.ClS([N:23]=[C:24]=[O:25])(=O)=O.C([O-])(=O)C.[Na+].CC(C)([O-])C.[Na+]. (6) Given the product [C:1]([CH2:3][C:4]([N:24]([CH2:25][CH2:26][C:27]([O:29][CH2:30][CH3:31])=[O:28])[C:21]1[CH:22]=[CH:23][C:18]([C:15]([C:13]#[N:14])([CH3:17])[CH3:16])=[CH:19][CH:20]=1)=[O:5])#[N:2], predict the reactants needed to synthesize it. The reactants are: [C:1]([CH2:3][C:4](O)=[O:5])#[N:2].C(Cl)(=O)C(Cl)=O.[C:13]([C:15]([C:18]1[CH:23]=[CH:22][C:21]([NH:24][CH2:25][CH2:26][C:27]([O:29][CH2:30][CH3:31])=[O:28])=[CH:20][CH:19]=1)([CH3:17])[CH3:16])#[N:14].C(N(CC)CC)C. (7) The reactants are: Br[C:2]1[CH:9]=[N:8][CH:7]=[C:6]([N:10]2[CH2:22][CH2:21][C:20]3[N:19]4[C:14]([CH2:15][CH2:16][CH2:17][CH2:18]4)=[CH:13][C:12]=3[C:11]2=[O:23])[C:3]=1[CH:4]=[O:5].[CH3:24][N:25]1[CH:30]=[C:29](B2OC(C)(C)C(C)(C)O2)[CH:28]=[C:27]([NH:40][C:41]2[CH:46]=[CH:45][C:44]([N:47]3[CH2:52][CH2:51][N:50]([CH:53]4[CH2:56][O:55][CH2:54]4)[CH2:49][CH2:48]3)=[CH:43][N:42]=2)[C:26]1=[O:57].[O-]P([O-])([O-])=O.[K+].[K+].[K+].CC([O-])=O.[Na+]. Given the product [CH3:24][N:25]1[C:26](=[O:57])[C:27]([NH:40][C:41]2[CH:46]=[CH:45][C:44]([N:47]3[CH2:52][CH2:51][N:50]([CH:53]4[CH2:54][O:55][CH2:56]4)[CH2:49][CH2:48]3)=[CH:43][N:42]=2)=[CH:28][C:29]([C:2]2[CH:9]=[N:8][CH:7]=[C:6]([N:10]3[CH2:22][CH2:21][C:20]4[N:19]5[C:14]([CH2:15][CH2:16][CH2:17][CH2:18]5)=[CH:13][C:12]=4[C:11]3=[O:23])[C:3]=2[CH:4]=[O:5])=[CH:30]1, predict the reactants needed to synthesize it. (8) Given the product [C:49]([O:48][CH2:47][C:3]1[CH:4]=[C:5]([C@H:8]2[C@H:13]([O:14][CH2:15][C:16]3[CH:17]=[CH:18][CH:19]=[CH:20][CH:21]=3)[C@@H:12]([O:22][CH2:23][C:24]3[CH:29]=[CH:28][CH:27]=[CH:26][CH:25]=3)[C@H:11]([O:30][CH2:31][C:32]3[CH:33]=[CH:34][CH:35]=[CH:36][CH:37]=3)[C@@H:10]([CH2:38][O:39][CH2:40][C:41]3[CH:42]=[CH:43][CH:44]=[CH:45][CH:46]=3)[O:9]2)[CH:6]=[CH:7][C:2]=1[Cl:1])(=[O:56])[C:50]1[CH:55]=[CH:54][CH:53]=[CH:52][CH:51]=1, predict the reactants needed to synthesize it. The reactants are: [Cl:1][C:2]1[CH:7]=[CH:6][C:5]([CH:8]2[C@H:13]([O:14][CH2:15][C:16]3[CH:21]=[CH:20][CH:19]=[CH:18][CH:17]=3)[C@@H:12]([O:22][CH2:23][C:24]3[CH:29]=[CH:28][CH:27]=[CH:26][CH:25]=3)[C@H:11]([O:30][CH2:31][C:32]3[CH:37]=[CH:36][CH:35]=[CH:34][CH:33]=3)[C@@H:10]([CH2:38][O:39][CH2:40][C:41]3[CH:46]=[CH:45][CH:44]=[CH:43][CH:42]=3)[O:9]2)=[CH:4][C:3]=1[CH2:47][OH:48].[C:49](Cl)(=[O:56])[C:50]1[CH:55]=[CH:54][CH:53]=[CH:52][CH:51]=1.